From a dataset of Reaction yield outcomes from USPTO patents with 853,638 reactions. Predict the reaction yield, written as a fraction of the theoretical maximum amount of product (1.0 means a 100% yield; for example, 0.34 means a 34% yield). (1) The reactants are [Br:1][C:2]1[CH:7]=[CH:6][C:5]([N:8]2[C:12](C(O)=O)=[C:11]([CH2:16][CH3:17])[N:10]=[N:9]2)=[CH:4][CH:3]=1.C([N:20]([CH2:23]C)CC)C.C1(P(N=[N+]=[N-])(C2C=CC=CC=2)=[O:32])C=CC=CC=1.[C:42]1([C@H:48]([OH:50])[CH3:49])[CH:47]=[CH:46][CH:45]=[CH:44][CH:43]=1. The catalyst is C1(C)C=CC=CC=1. The product is [C:42]1([C@H:48]([O:50][C:23](=[O:32])[NH:20][C:12]2[N:8]([C:5]3[CH:4]=[CH:3][C:2]([Br:1])=[CH:7][CH:6]=3)[N:9]=[N:10][C:11]=2[CH2:16][CH3:17])[CH3:49])[CH:47]=[CH:46][CH:45]=[CH:44][CH:43]=1. The yield is 0.890. (2) The reactants are [OH-].[Na+].[C:3]([OH:10])(=[O:9])/[CH:4]=[CH:5]/[CH:6]=[CH:7]/[CH3:8].[Cl-].[Zn+2:12].[Cl-]. The catalyst is O. The product is [C:3]([O-:10])(=[O:9])/[CH:4]=[CH:5]/[CH:6]=[CH:7]/[CH3:8].[Zn+2:12].[C:3]([O-:10])(=[O:9])/[CH:4]=[CH:5]/[CH:6]=[CH:7]/[CH3:8]. The yield is 0.760. (3) The reactants are N1(CCC[O:9][C:10]2[CH:15]=[CH:14][C:13]([C:16]3([C:22]#[N:23])[CH2:21][CH2:20][O:19][CH2:18][CH2:17]3)=[CH:12][CH:11]=2)CCCC1.Cl[CH2:25][CH2:26][CH2:27][N:28]1[CH2:33][CH2:32][CH:31]([CH2:34][CH2:35][OH:36])[CH2:30][CH2:29]1.C([O-])([O-])=O.[K+].[K+]. The catalyst is CN(C=O)C. The product is [OH:36][CH2:35][CH2:34][CH:31]1[CH2:32][CH2:33][N:28]([CH2:27][CH2:26][CH2:25][O:9][C:10]2[CH:15]=[CH:14][C:13]([C:16]3([C:22]#[N:23])[CH2:21][CH2:20][O:19][CH2:18][CH2:17]3)=[CH:12][CH:11]=2)[CH2:29][CH2:30]1. The yield is 0.650. (4) The reactants are [NH2:1][C:2]1[CH:15]=[CH:14][C:13]2[N:12]([CH2:16][CH2:17][CH2:18][CH2:19][CH2:20][C:21]([OH:23])=[O:22])[C:11]3[C:6](=[CH:7][CH:8]=[CH:9][CH:10]=3)[C:5](=[O:24])[C:4]=2[CH:3]=1.[C:25](OC(=O)C)(=[O:27])[CH3:26].C(N(C(C)C)CC)(C)C.CCOCC. The catalyst is N1C=CC=CC=1. The product is [C:25]([NH:1][C:2]1[CH:15]=[CH:14][C:13]2[N:12]([CH2:16][CH2:17][CH2:18][CH2:19][CH2:20][C:21]([OH:23])=[O:22])[C:11]3[C:6](=[CH:7][CH:8]=[CH:9][CH:10]=3)[C:5](=[O:24])[C:4]=2[CH:3]=1)(=[O:27])[CH3:26]. The yield is 0.860.